This data is from Forward reaction prediction with 1.9M reactions from USPTO patents (1976-2016). The task is: Predict the product of the given reaction. Given the reactants [C:1](Cl)(=[O:19])[CH2:2][CH2:3][CH2:4][CH2:5][CH2:6][CH2:7][CH2:8]/[CH:9]=[CH:10]\[CH2:11][CH2:12][CH2:13][CH2:14][CH2:15][CH2:16][CH2:17][CH3:18].[CH2:21](O)[CH2:22][CH2:23][CH2:24][CH2:25][CH2:26][CH2:27][CH2:28][CH:29]=[CH2:30].C(OCC)(=[O:34])C.CCCCCC, predict the reaction product. The product is: [C:1]([O:19][CH2:30][CH2:29][CH2:28][CH2:27][CH2:26][CH2:25][CH2:24][CH2:23][CH:22]=[CH2:21])(=[O:34])[CH2:2][CH2:3][CH2:4][CH2:5][CH2:6][CH2:7][CH2:8]/[CH:9]=[CH:10]\[CH2:11][CH2:12][CH2:13][CH2:14][CH2:15][CH2:16][CH2:17][CH3:18].